Dataset: Forward reaction prediction with 1.9M reactions from USPTO patents (1976-2016). Task: Predict the product of the given reaction. (1) Given the reactants O=[C:2]1[CH2:5][N:4]([C:6]([O:8][CH2:9][C:10]2[CH:15]=[CH:14][CH:13]=[CH:12][CH:11]=2)=[O:7])[CH2:3]1.[CH3:16][C@H:17]1[CH2:22][NH:21][CH2:20][CH2:19][N:18]1[C:23]([O:25][C:26]([CH3:29])([CH3:28])[CH3:27])=[O:24].C(O[BH-](OC(=O)C)OC(=O)C)(=O)C.[Na+].C(=O)([O-])O.[Na+], predict the reaction product. The product is: [CH2:9]([O:8][C:6]([N:4]1[CH2:5][CH:2]([N:21]2[CH2:20][CH2:19][N:18]([C:23]([O:25][C:26]([CH3:29])([CH3:28])[CH3:27])=[O:24])[C@@H:17]([CH3:16])[CH2:22]2)[CH2:3]1)=[O:7])[C:10]1[CH:15]=[CH:14][CH:13]=[CH:12][CH:11]=1. (2) Given the reactants [CH2:1]([CH:3]([C:6]1[C:7]2[N:8]([C:13]([C:17]3[S:21][C:20]4[CH:22]=[CH:23][C:24](F)=[CH:25][C:19]=4[C:18]=3[CH3:27])=[C:14]([CH3:16])[N:15]=2)[N:9]=[C:10]([CH3:12])[CH:11]=1)[CH2:4][CH3:5])[CH3:2].[OH-].[K+].CN(C)CC[OH:34], predict the reaction product. The product is: [CH2:1]([CH:3]([C:6]1[C:7]2[N:8]([C:13]([C:17]3[S:21][C:20]4[CH:22]=[CH:23][C:24]([OH:34])=[CH:25][C:19]=4[C:18]=3[CH3:27])=[C:14]([CH3:16])[N:15]=2)[N:9]=[C:10]([CH3:12])[CH:11]=1)[CH2:4][CH3:5])[CH3:2]. (3) Given the reactants [CH:1]1([NH:4][C:5]([NH:7][C:8]2[CH:13]=[CH:12][C:11]([O:14][C:15]3[CH:20]=[CH:19][N:18]=[C:17]4[CH:21]=[C:22]([C:24]5[CH:29]=[CH:28][C:27]([CH2:30][NH:31][CH2:32][CH2:33][O:34][CH3:35])=[CH:26][CH:25]=5)[S:23][C:16]=34)=[C:10]([F:36])[CH:9]=2)=[O:6])[CH2:3][CH2:2]1.CCN(C(C)C)C(C)C.CN(C([O:53]N1N=NC2C=CC=NC1=2)=[N+](C)C)C.F[P-](F)(F)(F)(F)F.C([O:73][CH2:74][CH3:75])(=O)C, predict the reaction product. The product is: [CH:1]1([NH:4][C:5](=[O:6])[NH:7][C:8]2[CH:13]=[CH:12][C:11]([O:14][C:15]3[CH:20]=[CH:19][N:18]=[C:17]4[CH:21]=[C:22]([C:24]5[CH:29]=[CH:28][C:27]([CH2:30][N:31]([CH2:32][CH2:33][O:34][CH3:35])[C:74](=[O:73])[CH2:75][OH:53])=[CH:26][CH:25]=5)[S:23][C:16]=34)=[C:10]([F:36])[CH:9]=2)[CH2:3][CH2:2]1. (4) Given the reactants [NH:1]1[C:9]2[C:4](=[CH:5][CH:6]=[CH:7][CH:8]=2)[CH:3]=[C:2]1[C:10]([O:12][CH2:13]C)=[O:11].C([O-])([O-])=O.[K+].[K+].CCOCC.CCCCCCC, predict the reaction product. The product is: [NH:1]1[C:9]2[C:4](=[CH:5][CH:6]=[CH:7][CH:8]=2)[CH:3]=[C:2]1[C:10]([O:12][CH3:13])=[O:11]. (5) Given the reactants [OH:1][CH2:2][C@@H:3]([NH:8][C:9](=[O:23])[C:10]1[CH:15]=[CH:14][C:13]([N:16]2[CH2:21][CH2:20][C:19](=O)[CH2:18][CH2:17]2)=[CH:12][CH:11]=1)[CH2:4][CH:5]([CH3:7])[CH3:6].[NH2:24][CH2:25][C@@H:26]([C:28]1[CH:29]=[CH:30][C:31]([OH:39])=[C:32]([NH:34][S:35]([CH3:38])(=[O:37])=[O:36])[CH:33]=1)[OH:27], predict the reaction product. The product is: [OH:27][C@H:26]([C:28]1[CH:29]=[CH:30][C:31]([OH:39])=[C:32]([NH:34][S:35]([CH3:38])(=[O:37])=[O:36])[CH:33]=1)[CH2:25][NH:24][CH:19]1[CH2:20][CH2:21][N:16]([C:13]2[CH:14]=[CH:15][C:10]([C:9]([NH:8][C@H:3]([CH2:2][OH:1])[CH2:4][CH:5]([CH3:7])[CH3:6])=[O:23])=[CH:11][CH:12]=2)[CH2:17][CH2:18]1. (6) Given the reactants C(=O)([O-])[O-].[K+].[K+].S(S([O-])=O)([O-])=O.[Na+].[Na+].[OH:15][C:16]1[C:29]2[C:28](=[O:30])[C:27]3[C:22](=[CH:23][CH:24]=[CH:25][CH:26]=3)[C:21](=[O:31])[C:20]=2[C:19]([OH:32])=[CH:18][CH:17]=1, predict the reaction product. The product is: [CH2:18]1[C:19](=[O:32])[C:20]2[C:29](=[C:28]([OH:30])[C:27]3[C:22]([C:21]=2[OH:31])=[CH:23][CH:24]=[CH:25][CH:26]=3)[C:16](=[O:15])[CH2:17]1. (7) Given the reactants [Br:1][C:2]1[CH:3]=[CH:4][C:5]([OH:8])=[N:6][CH:7]=1.[H-].[Na+].Cl[C:12]1[N:16]([CH2:17][O:18][CH2:19][CH2:20][Si:21]([CH3:24])([CH3:23])[CH3:22])[C:15]2[CH:25]=[CH:26][CH:27]=[CH:28][C:14]=2[N:13]=1.O, predict the reaction product. The product is: [Br:1][C:2]1[CH:3]=[CH:4][C:5]([O:8][C:12]2[N:16]([CH2:17][O:18][CH2:19][CH2:20][Si:21]([CH3:23])([CH3:24])[CH3:22])[C:15]3[CH:25]=[CH:26][CH:27]=[CH:28][C:14]=3[N:13]=2)=[N:6][CH:7]=1.[Br:1][C:2]1[CH:3]=[CH:4][C:5](=[O:8])[N:6]([C:12]2[N:16]([CH2:17][O:18][CH2:19][CH2:20][Si:21]([CH3:23])([CH3:24])[CH3:22])[C:15]3[CH:25]=[CH:26][CH:27]=[CH:28][C:14]=3[N:13]=2)[CH:7]=1.